From a dataset of Forward reaction prediction with 1.9M reactions from USPTO patents (1976-2016). Predict the product of the given reaction. (1) Given the reactants [CH:1]1([CH2:4][OH:5])[CH2:3][CH2:2]1.[H-].[Na+].[N:8]1[C:15]([Cl:16])=[N:14][C:12](Cl)=[N:11][C:9]=1[Cl:10], predict the reaction product. The product is: [Cl:10][C:9]1[N:8]=[C:15]([Cl:16])[N:14]=[C:12]([O:5][CH2:4][CH:1]2[CH2:3][CH2:2]2)[N:11]=1. (2) Given the reactants C=C.[C:3]([O:8][CH2:9][CH:10]1O[CH2:11]1)(=[O:7])C(C)=C.[CH2:13]=[CH:14][C:15]1[CH:20]=[CH:19][CH:18]=[CH:17][CH:16]=1.[O:21]1CCN=C1.C=CC1C=CC=CC=1, predict the reaction product. The product is: [CH2:13]=[CH:14][C:15]1[CH:20]=[CH:19][CH:18]=[CH:17][CH:16]=1.[CH:11]1[C:3](=[O:7])[O:8][C:9](=[O:21])[CH:10]=1. (3) Given the reactants [F:1][C:2]1[C:10]([CH3:11])=[CH:9][CH:8]=[C:7]([N:12]2[N:16]=[CH:15][CH:14]=[N:13]2)[C:3]=1[C:4]([OH:6])=O.[CH3:17][C@@H:18]1[CH2:23][CH2:22][CH2:21][NH:20][C@@H:19]1[CH2:24][N:25]1C(=O)C2C(=CC=CC=2)C1=O.F[C:37]1[CH:42]=[CH:41][C:40]([C:43]([F:46])([F:45])[F:44])=[CH:39][N:38]=1, predict the reaction product. The product is: [F:1][C:2]1[C:10]([CH3:11])=[CH:9][CH:8]=[C:7]([N:12]2[N:16]=[CH:15][CH:14]=[N:13]2)[C:3]=1[C:4]([N:20]1[CH2:21][CH2:22][CH2:23][C@@H:18]([CH3:17])[C@H:19]1[CH2:24][NH:25][C:37]1[CH:42]=[CH:41][C:40]([C:43]([F:46])([F:45])[F:44])=[CH:39][N:38]=1)=[O:6]. (4) Given the reactants [CH3:1][C@H:2]1[CH2:11][C@H:10]([NH:12][C:13]2[CH:18]=[CH:17][CH:16]=[CH:15][CH:14]=2)[C:9]2[C:4](=[CH:5][CH:6]=[CH:7][CH:8]=2)[N:3]1[C:19](=[O:21])[CH3:20].[O:22]1[CH:26]=[CH:25][CH:24]=[C:23]1[C:27](Cl)=[O:28].N1C=CC=CC=1, predict the reaction product. The product is: [C:19]([N:3]1[C:4]2[C:9](=[CH:8][CH:7]=[CH:6][CH:5]=2)[C@@H:10]([N:12]([C:13]2[CH:14]=[CH:15][CH:16]=[CH:17][CH:18]=2)[C:27]([C:23]2[O:22][CH:26]=[CH:25][CH:24]=2)=[O:28])[CH2:11][C@@H:2]1[CH3:1])(=[O:21])[CH3:20]. (5) Given the reactants CC(C)([O-])C.[Na+].C1(P(C2C=CC=CC=2)C2(P(C3C=CC=CC=3)C3C=CC=CC=3)CC=C3C(C=CC=C3)=C2C2C3C(=CC=CC=3)C=CC=2)C=CC=CC=1.[NH:53]1[CH2:58][CH2:57][CH:56]([C:59]([O:61][CH2:62][CH3:63])=[O:60])[CH2:55][CH2:54]1.Br[C:65]1[CH:70]=[CH:69][C:68]([Cl:71])=[CH:67][N:66]=1.[Cl-].[NH4+], predict the reaction product. The product is: [Cl:71][C:68]1[CH:69]=[CH:70][C:65]([N:53]2[CH2:58][CH2:57][CH:56]([C:59]([O:61][CH2:62][CH3:63])=[O:60])[CH2:55][CH2:54]2)=[N:66][CH:67]=1.